This data is from Experimentally validated miRNA-target interactions with 360,000+ pairs, plus equal number of negative samples. The task is: Binary Classification. Given a miRNA mature sequence and a target amino acid sequence, predict their likelihood of interaction. (1) The protein sequence of the target gene is MPRPELPLPEGWEEARDFDGKVYYIDHRNRTTSWIDPRDRYTKPLTFADCISDELPLGWEEAYDPQVGDYFIDHNTKTTQIEDPRVQWRREQEHMLKDYLVVAQEALSAQKEIYQVKQQRLELAQQEYQQLHAVWEHKLGSQVSLVSGSSSSSKYDPEILKAEIATAKSRVNKLKREMVHLQHELQFKERGFQTLKKIDERMSDAQGGYKLDEAQAVLRETKAIKKAITCGEKEKQDLIKSLAMLKDGFRTDRGSHSDLWSSSSSLESSSFPMPKQFLDVSSQTDISGSFSTSSNNQLAE.... Result: 0 (no interaction). The miRNA is hsa-miR-4431 with sequence GCGACUCUGAAAACUAGAAGGU. (2) The miRNA is mmu-miR-5129-5p with sequence AUGUGGGGGCAUUGGUAUUUUC. The protein sequence of the target gene is MSDERRLPGSAVGWLVCGGLSLLANAWGILSVGAKQKKWKPLEFLLCTLAATHMLNVAVPIATYSVVQLRRQRPDFEWNEGLCKVFVSTFYTLTLATCFSVTSLSYHRMWMVCWPVNYRLSNAKKQAVHTVMGIWMVSFILSALPAVGWHDTSERFYTHGCRFIVAEIGLGFGVCFLLLVGGSVAMGVICTAIALFQTLAVQVGRQADRRAFTVPTIVVEDAQGKRRSSIDGSEPAKTSLQTTGLVTTIVFIYDCLMGFPVLVVSFSSLRADASAPWMALCVLWCSVAQALLLPVFLWAC.... Result: 0 (no interaction).